Dataset: NCI-60 drug combinations with 297,098 pairs across 59 cell lines. Task: Regression. Given two drug SMILES strings and cell line genomic features, predict the synergy score measuring deviation from expected non-interaction effect. (1) Drug 1: CC12CCC(CC1=CCC3C2CCC4(C3CC=C4C5=CN=CC=C5)C)O. Drug 2: C1C(C(OC1N2C=C(C(=O)NC2=O)F)CO)O. Cell line: OVCAR-8. Synergy scores: CSS=44.4, Synergy_ZIP=0.590, Synergy_Bliss=1.68, Synergy_Loewe=-15.9, Synergy_HSA=2.67. (2) Synergy scores: CSS=32.0, Synergy_ZIP=9.23, Synergy_Bliss=14.9, Synergy_Loewe=13.8, Synergy_HSA=13.9. Cell line: OVCAR3. Drug 2: CCC1(CC2CC(C3=C(CCN(C2)C1)C4=CC=CC=C4N3)(C5=C(C=C6C(=C5)C78CCN9C7C(C=CC9)(C(C(C8N6C)(C(=O)OC)O)OC(=O)C)CC)OC)C(=O)OC)O.OS(=O)(=O)O. Drug 1: CC1C(C(=O)NC(C(=O)N2CCCC2C(=O)N(CC(=O)N(C(C(=O)O1)C(C)C)C)C)C(C)C)NC(=O)C3=C4C(=C(C=C3)C)OC5=C(C(=O)C(=C(C5=N4)C(=O)NC6C(OC(=O)C(N(C(=O)CN(C(=O)C7CCCN7C(=O)C(NC6=O)C(C)C)C)C)C(C)C)C)N)C. (3) Drug 1: C1=NC2=C(N=C(N=C2N1C3C(C(C(O3)CO)O)F)Cl)N. Drug 2: C1C(C(OC1N2C=NC(=NC2=O)N)CO)O. Cell line: UACC-257. Synergy scores: CSS=5.74, Synergy_ZIP=-0.0574, Synergy_Bliss=1.59, Synergy_Loewe=-11.6, Synergy_HSA=-1.13.